This data is from Forward reaction prediction with 1.9M reactions from USPTO patents (1976-2016). The task is: Predict the product of the given reaction. (1) The product is: [ClH:1].[Cl:1][C:2]1[C:3]2[C:7]([CH:8]=[CH:9][CH:10]=1)=[N:6][N:14]1[C:13]([CH:15]3[CH2:20][CH2:19][NH:18][CH2:17][CH2:16]3)=[CH:12][C:11](=[O:28])[NH:5][C:4]=21. Given the reactants [Cl:1][C:2]1[C:3]2[C:7]([CH:8]=[CH:9][CH:10]=1)=[N:6][N:5]1[C:11](=[O:28])[CH:12]=[C:13]([CH:15]3[CH2:20][CH2:19][N:18](C(OC(C)(C)C)=O)[CH2:17][CH2:16]3)[NH:14][C:4]=21, predict the reaction product. (2) Given the reactants [NH:1]1[C:9]2[C:4](=[CH:5][CH:6]=[CH:7][N:8]=2)[CH2:3][CH2:2]1.C1C=C(Cl)C=C(C(OO)=O)C=1.[Si]([C:25]#[N:26])(C)(C)C.C(Cl)(=O)C1C=CC=CC=1.[Li+].[OH-], predict the reaction product. The product is: [C:25]([C:7]1[N:8]=[C:9]2[C:4]([CH:3]=[CH:2][NH:1]2)=[CH:5][CH:6]=1)#[N:26]. (3) Given the reactants I[C:2]1[CH:8]=[CH:7][C:5]([NH2:6])=[CH:4][CH:3]=1.[O:9]1[C:13]2[CH:14]=[CH:15][CH:16]=[CH:17][C:12]=2[CH:11]=[C:10]1B(O)O.C([O-])([O-])=O.[Na+].[Na+], predict the reaction product. The product is: [O:9]1[C:10]2=[CH:11][CH:12]=[CH:17][C:16]2=[CH:15][CH:14]=[C:13]1[NH:6][C:5]1[CH:7]=[CH:8][CH:2]=[CH:3][CH:4]=1. (4) Given the reactants Cl[C:2]1[N:7]=[C:6]([C:8]2[S:12][C:11]([C:13]([CH3:16])([CH3:15])[CH3:14])=[N:10][C:9]=2[C:17]2[C:18]([F:35])=[C:19]([NH:23][S:24]([C:27]3[C:32]([F:33])=[CH:31][CH:30]=[CH:29][C:28]=3[F:34])(=[O:26])=[O:25])[CH:20]=[CH:21][CH:22]=2)[CH:5]=[CH:4][N:3]=1.[NH2:36][CH2:37][C@@H:38]([OH:40])[CH3:39], predict the reaction product. The product is: [CH3:14][C:13]([C:11]1[S:12][C:8]([C:6]2[CH:5]=[CH:4][N:3]=[C:2]([NH:36][CH2:37][C@@H:38]([OH:40])[CH3:39])[N:7]=2)=[C:9]([C:17]2[C:18]([F:35])=[C:19]([NH:23][S:24]([C:27]3[C:32]([F:33])=[CH:31][CH:30]=[CH:29][C:28]=3[F:34])(=[O:26])=[O:25])[CH:20]=[CH:21][CH:22]=2)[N:10]=1)([CH3:16])[CH3:15]. (5) Given the reactants [CH3:1][N:2]([CH2:4][CH3:5])[CH3:3].[S:6]([O:10]C)([O:8][CH3:9])=[O:7], predict the reaction product. The product is: [CH3:9][O:8][S:6]([O-:10])=[O:7].[CH3:1][N+:2]([CH3:9])([CH3:3])[CH2:4][CH3:5].[CH3:1][S:6]([O-:10])(=[O:8])=[O:7].[CH3:1][N+:2]([CH3:9])([CH3:3])[CH2:4][CH3:5]. (6) Given the reactants [C:1](O)(=O)[CH2:2][CH2:3][CH2:4][CH2:5][CH2:6][CH2:7][CH2:8][CH2:9][CH2:10][CH2:11][CH3:12].[NH2:15][CH2:16][CH2:17][CH2:18][NH2:19], predict the reaction product. The product is: [CH2:2]([CH:1]1[NH:19][CH2:18][CH:17]=[CH:16][NH:15]1)[CH2:3][CH2:4][CH2:5][CH2:6][CH2:7][CH2:8][CH2:9][CH2:10][CH2:11][CH3:12]. (7) Given the reactants [OH:1][C:2]1[C:7]([I:8])=[C:6]([OH:9])[CH:5]=[CH:4][C:3]=1[C:10](=[O:14])[CH:11]([CH3:13])[CH3:12].[CH2:15](Br)[C:16]1[CH:21]=[CH:20][CH:19]=[CH:18][CH:17]=1.C(=O)([O-])[O-].[Cs+].[Cs+], predict the reaction product. The product is: [CH2:15]([O:1][C:2]1[C:7]([I:8])=[C:6]([O:9][CH2:10][C:3]2[CH:4]=[CH:5][CH:6]=[CH:7][CH:2]=2)[CH:5]=[CH:4][C:3]=1[C:10](=[O:14])[CH:11]([CH3:12])[CH3:13])[C:16]1[CH:21]=[CH:20][CH:19]=[CH:18][CH:17]=1. (8) Given the reactants [O:1]1[C:7]2[CH:8]=[C:9]([C:12]([O:14][CH3:15])=[O:13])[CH:10]=[CH:11][C:6]=2[CH2:5][NH:4][CH2:3][CH2:2]1.[CH:16]1([C:22](O)=[O:23])[CH2:21][CH2:20][CH2:19][CH2:18][CH2:17]1, predict the reaction product. The product is: [CH:16]1([C:22]([N:4]2[CH2:5][C:6]3[CH:11]=[CH:10][C:9]([C:12]([O:14][CH3:15])=[O:13])=[CH:8][C:7]=3[O:1][CH2:2][CH2:3]2)=[O:23])[CH2:21][CH2:20][CH2:19][CH2:18][CH2:17]1. (9) Given the reactants II.C1(P(C2C=CC=CC=2)C2C=CC=CC=2)C=CC=CC=1.C(N(CC)CC)C.[C:29]([O:33][C:34](=[O:45])[NH:35][CH2:36][CH2:37][C:38]([NH:40][NH:41][C:42](=[O:44])[CH3:43])=O)([CH3:32])([CH3:31])[CH3:30], predict the reaction product. The product is: [C:29]([O:33][C:34](=[O:45])[NH:35][CH2:36][CH2:37][C:38]1[O:44][C:42]([CH3:43])=[N:41][N:40]=1)([CH3:32])([CH3:31])[CH3:30]. (10) Given the reactants [CH2:1]([O:3][C:4](=[O:8])[CH:5](Br)[CH3:6])[CH3:2].[NH:9]1[CH2:14][CH2:13][CH:12]([CH2:15][CH2:16][CH2:17][CH2:18][C:19]2[CH:24]=[CH:23][N:22]=[CH:21][CH:20]=2)[CH2:11][CH2:10]1.CCN(CC)CC, predict the reaction product. The product is: [CH2:1]([O:3][C:4](=[O:8])[CH:5]([N:22]1[CH2:21][CH2:20][CH:19]([CH2:18][CH2:17][CH2:16][CH2:15][C:12]2[CH:11]=[CH:10][N:9]=[CH:14][CH:13]=2)[CH2:24][CH2:23]1)[CH3:6])[CH3:2].